From a dataset of Reaction yield outcomes from USPTO patents with 853,638 reactions. Predict the reaction yield, written as a fraction of the theoretical maximum amount of product (1.0 means a 100% yield; for example, 0.34 means a 34% yield). The reactants are [ClH:1].[NH2:2][C@@H:3]1[CH2:8][CH2:7][CH2:6][N:5]([C:9]2[C:14]([Br:15])=[CH:13][N:12]=[C:11]3[NH:16][CH:17]=[C:18]([NH:19][C:20]([CH:22]4[CH2:24][CH2:23]4)=[O:21])[C:10]=23)[CH2:4]1.Br[CH2:26][CH2:27][F:28].CCN(C(C)C)C(C)C.O. The catalyst is CN(C=O)C. The product is [ClH:1].[Br:15][C:14]1[C:9]([N:5]2[CH2:6][CH2:7][CH2:8][C@@H:3]([NH:2][CH2:26][CH2:27][F:28])[CH2:4]2)=[C:10]2[C:18]([NH:19][C:20]([CH:22]3[CH2:23][CH2:24]3)=[O:21])=[CH:17][NH:16][C:11]2=[N:12][CH:13]=1. The yield is 0.150.